From a dataset of Catalyst prediction with 721,799 reactions and 888 catalyst types from USPTO. Predict which catalyst facilitates the given reaction. (1) Reactant: [Cl:1][C:2]1[C:6]([Cl:7])=[C:5]([CH3:8])[NH:4][C:3]=1[C:9]([NH:11][CH:12]1[CH2:15][N:14]([C:16]2[S:17][C:18]([C:21](O)=[O:22])=[CH:19][N:20]=2)[CH2:13]1)=[O:10].C(N(C(C)C)CC)(C)C.CN([C:36]([O:40][N:41]1N=NC2C=CC=NC1=2)=[N+](C)C)C.F[P-](F)(F)(F)(F)F.Cl.O(N)[CH3:59]. Product: [Cl:1][C:2]1[C:6]([Cl:7])=[C:5]([CH3:8])[NH:4][C:3]=1[C:9]([NH:11][CH:12]1[CH2:13][N:14]([C:16]2[S:17][C:18]([C:21]([NH:41][O:40][CH3:36])=[O:22])=[C:19]([CH3:59])[N:20]=2)[CH2:15]1)=[O:10]. The catalyst class is: 18. (2) Reactant: [N:1]1[CH:6]=[CH:5][CH:4]=[C:3]([N:7]2[CH:11]=[C:10]([C:12]3[S:13][C:14]4[CH2:20][CH2:19][CH2:18][C:17](=O)[C:15]=4[N:16]=3)[CH:9]=[N:8]2)[CH:2]=1.Cl.[CH3:23][O:24][NH2:25].C([O-])(=O)C.[Na+]. Product: [CH3:23][O:24][N:25]=[C:17]1[C:15]2[N:16]=[C:12]([C:10]3[CH:9]=[N:8][N:7]([C:3]4[CH:2]=[N:1][CH:6]=[CH:5][CH:4]=4)[CH:11]=3)[S:13][C:14]=2[CH2:20][CH2:19][CH2:18]1. The catalyst class is: 1. (3) Reactant: [Cl:1][C:2]1[CH:3]=[C:4]([CH:17]=[C:18]([N+:20]([O-])=O)[CH:19]=1)[O:5][CH2:6][C:7]1[CH:16]=[CH:15][C:10]([C:11]([NH:13][CH3:14])=[O:12])=[CH:9][CH:8]=1.[NH4+].[Cl-]. Product: [NH2:20][C:18]1[CH:17]=[C:4]([CH:3]=[C:2]([Cl:1])[CH:19]=1)[O:5][CH2:6][C:7]1[CH:16]=[CH:15][C:10]([C:11]([NH:13][CH3:14])=[O:12])=[CH:9][CH:8]=1. The catalyst class is: 292. (4) Reactant: [Cl:1][C:2]1[CH:3]=[C:4]([CH:28]=[CH:29][C:30]=1[Cl:31])[C:5]([NH:7][C:8]1[CH:9]=[N:10][C:11]([O:14][C:15]2[CH:20]=[CH:19][C:18]([CH2:21][N:22]3[CH2:27][CH2:26][NH:25][CH2:24][CH2:23]3)=[CH:17][CH:16]=2)=[CH:12][CH:13]=1)=[O:6].[C:32](O)(=O)[C:33]1[CH:41]=[CH:40][C:39]2[O:38][CH2:37][O:36][C:35]=2[CH:34]=1.Cl.C(N=C=NCCCN(C)C)C.O.ON1C2C=CC=CC=2N=N1.C(=O)(O)[O-].[Na+]. Product: [Cl:1][C:2]1[CH:3]=[C:4]([CH:28]=[CH:29][C:30]=1[Cl:31])[C:5]([NH:7][C:8]1[CH:9]=[N:10][C:11]([O:14][C:15]2[CH:20]=[CH:19][C:18]([CH2:21][N:22]3[CH2:23][CH2:24][N:25]([CH2:32][C:33]4[CH:41]=[CH:40][C:39]5[O:38][CH2:37][O:36][C:35]=5[CH:34]=4)[CH2:26][CH2:27]3)=[CH:17][CH:16]=2)=[CH:12][CH:13]=1)=[O:6]. The catalyst class is: 3. (5) Reactant: [Mn]([O-])(=O)(=O)=O.[K+].[Cl:7][C:8]1[CH:13]=[CH:12][CH:11]=[CH:10][C:9]=1[N:14]1[C:18]([C:19]2[O:20]C=CC=2)=[CH:17][C:16]([C:24]([F:27])([F:26])[F:25])=[N:15]1.CC(C)=[O:30].[OH-].[Na+]. Product: [Cl:7][C:8]1[CH:13]=[CH:12][CH:11]=[CH:10][C:9]=1[N:14]1[C:18]([C:19]([OH:20])=[O:30])=[CH:17][C:16]([C:24]([F:27])([F:26])[F:25])=[N:15]1. The catalyst class is: 6. (6) Reactant: [CH3:1][C:2]1[C:19]([CH3:20])=[CH:18][C:5]([O:6][CH2:7][C:8]2[CH:17]=[CH:16][C:11]([C:12]([O:14][CH3:15])=[O:13])=[CH:10][CH:9]=2)=[C:4]([NH:21][S:22]([C:25]2[CH:30]=[CH:29][CH:28]=[CH:27][N:26]=2)(=[O:24])=[O:23])[CH:3]=1.Br[CH2:32][C@@H:33]([CH3:53])[CH2:34][O:35][Si:36]([C:49]([CH3:52])([CH3:51])[CH3:50])([C:43]1[CH:48]=[CH:47][CH:46]=[CH:45][CH:44]=1)[C:37]1[CH:42]=[CH:41][CH:40]=[CH:39][CH:38]=1.C(=O)([O-])[O-].[Cs+].[Cs+].O. Product: [Si:36]([O:35][CH2:34][C@H:33]([CH3:53])[CH2:32][N:21]([S:22]([C:25]1[CH:30]=[CH:29][CH:28]=[CH:27][N:26]=1)(=[O:23])=[O:24])[C:4]1[CH:3]=[C:2]([C:1]2[CH:18]=[CH:19][CH:2]=[CH:3][CH:4]=2)[C:19]([C:20]2[CH:16]=[CH:17][CH:8]=[CH:9][CH:10]=2)=[CH:18][C:5]=1[O:6][CH2:7][C:8]1[CH:9]=[CH:10][C:11]([C:12]([O:14][CH3:15])=[O:13])=[CH:16][CH:17]=1)([C:49]([CH3:52])([CH3:51])[CH3:50])([C:43]1[CH:48]=[CH:47][CH:46]=[CH:45][CH:44]=1)[C:37]1[CH:42]=[CH:41][CH:40]=[CH:39][CH:38]=1. The catalyst class is: 3. (7) Reactant: Cl.[NH2:2][C:3]1[C:8]([O:9][CH2:10][CH:11]2[CH2:16][CH2:15][N:14](C(OC(C)(C)C)=O)[CH2:13][CH2:12]2)=[CH:7][CH:6]=[CH:5][N:4]=1. Product: [NH:14]1[CH2:15][CH2:16][CH:11]([CH2:10][O:9][C:8]2[C:3]([NH2:2])=[N:4][CH:5]=[CH:6][CH:7]=2)[CH2:12][CH2:13]1. The catalyst class is: 795.